From a dataset of CYP1A2 inhibition data for predicting drug metabolism from PubChem BioAssay. Regression/Classification. Given a drug SMILES string, predict its absorption, distribution, metabolism, or excretion properties. Task type varies by dataset: regression for continuous measurements (e.g., permeability, clearance, half-life) or binary classification for categorical outcomes (e.g., BBB penetration, CYP inhibition). Dataset: cyp1a2_veith. (1) The drug is Cc1cc(C)n(CC(=O)N/N=C/c2ccco2)n1. The result is 0 (non-inhibitor). (2) The result is 1 (inhibitor). The molecule is Cc1ccc(C)c(Nc2c([N+](=O)[O-])cc([N+](=O)[O-])c3cccnc23)c1. (3) The drug is COc1ccc2c(c1)CN([C@H](C)[C@@H]1CC[C@@H]3[C@H]4CC[C@H]5C[C@@H](O)CC[C@@]5(C)[C@H]4CC[C@]31C)CO2. The result is 0 (non-inhibitor). (4) The compound is Cn1cccc1C(=O)N1CCC2(CCCN(C(=O)Nc3cccc(F)c3)C2)CC1. The result is 1 (inhibitor). (5) The molecule is c1ccc(Nc2nc(-c3cccnc3)nc3ccccc23)cc1. The result is 1 (inhibitor). (6) The result is 0 (non-inhibitor). The molecule is CNC(=O)c1ccc(-c2sc3nc(N4CCOCC4)c4c(c3c2N)CC(C)(C)OC4)o1. (7) The drug is COC(=O)C1(C)C=C2C(=C(c3ccccc3)C(=O)C2C)CN1. The result is 1 (inhibitor). (8) The compound is Cn1c(=O)c(CCc2ccccc2)nc2cnc(Oc3ccccc3)nc21. The result is 1 (inhibitor). (9) The compound is CN(C)c1ccc(-c2nccc(NCc3cccs3)n2)cc1. The result is 1 (inhibitor).